This data is from NCI-60 drug combinations with 297,098 pairs across 59 cell lines. The task is: Regression. Given two drug SMILES strings and cell line genomic features, predict the synergy score measuring deviation from expected non-interaction effect. (1) Drug 1: CC1=C(C(=CC=C1)Cl)NC(=O)C2=CN=C(S2)NC3=CC(=NC(=N3)C)N4CCN(CC4)CCO. Drug 2: CN(CCCl)CCCl.Cl. Cell line: 786-0. Synergy scores: CSS=18.7, Synergy_ZIP=-0.620, Synergy_Bliss=1.09, Synergy_Loewe=-23.5, Synergy_HSA=2.08. (2) Drug 1: C1CN1C2=NC(=NC(=N2)N3CC3)N4CC4. Drug 2: C1CC(=O)NC(=O)C1N2C(=O)C3=CC=CC=C3C2=O. Cell line: MOLT-4. Synergy scores: CSS=62.8, Synergy_ZIP=1.14, Synergy_Bliss=0.933, Synergy_Loewe=-27.4, Synergy_HSA=-0.0936. (3) Drug 1: CC1C(C(=O)NC(C(=O)N2CCCC2C(=O)N(CC(=O)N(C(C(=O)O1)C(C)C)C)C)C(C)C)NC(=O)C3=C4C(=C(C=C3)C)OC5=C(C(=O)C(=C(C5=N4)C(=O)NC6C(OC(=O)C(N(C(=O)CN(C(=O)C7CCCN7C(=O)C(NC6=O)C(C)C)C)C)C(C)C)C)N)C. Drug 2: CCC1=C2CN3C(=CC4=C(C3=O)COC(=O)C4(CC)O)C2=NC5=C1C=C(C=C5)O. Cell line: EKVX. Synergy scores: CSS=5.64, Synergy_ZIP=-1.89, Synergy_Bliss=-2.18, Synergy_Loewe=-18.2, Synergy_HSA=-3.78. (4) Drug 1: CC1=CC2C(CCC3(C2CCC3(C(=O)C)OC(=O)C)C)C4(C1=CC(=O)CC4)C. Drug 2: C1CN1P(=S)(N2CC2)N3CC3. Cell line: DU-145. Synergy scores: CSS=25.6, Synergy_ZIP=-7.19, Synergy_Bliss=-7.45, Synergy_Loewe=-42.5, Synergy_HSA=-11.3. (5) Drug 1: C1CCC(C1)C(CC#N)N2C=C(C=N2)C3=C4C=CNC4=NC=N3. Drug 2: CC(C)(C#N)C1=CC(=CC(=C1)CN2C=NC=N2)C(C)(C)C#N. Cell line: LOX IMVI. Synergy scores: CSS=2.31, Synergy_ZIP=-3.93, Synergy_Bliss=-5.50, Synergy_Loewe=-2.69, Synergy_HSA=-2.56. (6) Drug 1: CC1=C2C(C(=O)C3(C(CC4C(C3C(C(C2(C)C)(CC1OC(=O)C(C(C5=CC=CC=C5)NC(=O)C6=CC=CC=C6)O)O)OC(=O)C7=CC=CC=C7)(CO4)OC(=O)C)O)C)OC(=O)C. Drug 2: C1C(C(OC1N2C=NC(=NC2=O)N)CO)O. Cell line: HT29. Synergy scores: CSS=32.9, Synergy_ZIP=-5.74, Synergy_Bliss=-6.80, Synergy_Loewe=-31.4, Synergy_HSA=-7.19.